Dataset: Reaction yield outcomes from USPTO patents with 853,638 reactions. Task: Predict the reaction yield, written as a fraction of the theoretical maximum amount of product (1.0 means a 100% yield; for example, 0.34 means a 34% yield). (1) The reactants are [CH2:1]([O:3][C:4](=[O:25])[C:5]([O:22][CH2:23][CH3:24])([CH3:21])[CH2:6][C:7]1[CH:12]=[CH:11][C:10]([O:13]CC2C=CC=CC=2)=[CH:9][CH:8]=1)[CH3:2]. The catalyst is C(OCC)(=O)C.[Pd]. The product is [CH2:1]([O:3][C:4](=[O:25])[C:5]([O:22][CH2:23][CH3:24])([CH3:21])[CH2:6][C:7]1[CH:8]=[CH:9][C:10]([OH:13])=[CH:11][CH:12]=1)[CH3:2]. The yield is 0.980. (2) The reactants are [C:1]1([S:7]([C:10]2[CH:11]=[CH:12][C:13]([C:26]([F:29])([F:28])[F:27])=[C:14]([S:16]([NH:19][CH:20]3[CH2:25][CH2:24][NH:23][CH2:22][CH2:21]3)(=[O:18])=[O:17])[CH:15]=2)(=[O:9])=[O:8])[CH:6]=[CH:5][CH:4]=[CH:3][CH:2]=1.[CH3:30][C:31]1([CH3:34])[CH2:33][O:32]1. The catalyst is C(O)C. The product is [OH:32][C:31]([CH3:34])([CH3:33])[CH2:30][N:23]1[CH2:24][CH2:25][CH:20]([NH:19][S:16]([C:14]2[CH:15]=[C:10]([S:7]([C:1]3[CH:2]=[CH:3][CH:4]=[CH:5][CH:6]=3)(=[O:9])=[O:8])[CH:11]=[CH:12][C:13]=2[C:26]([F:28])([F:29])[F:27])(=[O:18])=[O:17])[CH2:21][CH2:22]1. The yield is 0.700. (3) The reactants are [F:1][C:2]1[CH:3]=[C:4]([C:25]([O:27]CC)=O)[C:5]2[C:6](=O)[CH:7]([C:18]3[CH:23]=[CH:22][CH:21]=[CH:20][CH:19]=3)[CH:8]([C:12]3[N:13]([CH3:17])[CH:14]=[CH:15][N:16]=3)[NH:9][C:10]=2[CH:11]=1.O.[NH2:31][NH2:32]. The catalyst is CO. The product is [F:1][C:2]1[CH:11]=[C:10]2[NH:9][CH:8]([C:12]3[N:13]([CH3:17])[CH:14]=[CH:15][N:16]=3)[CH:7]([C:18]3[CH:19]=[CH:20][CH:21]=[CH:22][CH:23]=3)[C:6]3=[N:31][NH:32][C:25](=[O:27])[C:4]([CH:3]=1)=[C:5]23. The yield is 0.150. (4) The reactants are [CH2:1]([CH:8]1[NH:12][C:11](=[O:13])[N:10]([C:14]2[CH:15]=[N:16][N:17]([CH2:19][C:20]3[C:21]([CH3:26])=[N:22][O:23][C:24]=3[CH3:25])[CH:18]=2)[C:9]1=[O:27])[C:2]1[CH:7]=[CH:6][CH:5]=[CH:4][CH:3]=1.I[CH3:29]. No catalyst specified. The product is [CH2:1]([CH:8]1[N:12]([CH3:29])[C:11](=[O:13])[N:10]([C:14]2[CH:15]=[N:16][N:17]([CH2:19][C:20]3[C:21]([CH3:26])=[N:22][O:23][C:24]=3[CH3:25])[CH:18]=2)[C:9]1=[O:27])[C:2]1[CH:3]=[CH:4][CH:5]=[CH:6][CH:7]=1. The yield is 0.950. (5) The reactants are C(=O)([O-])[O-:2].[K+].[K+].[CH3:7][O:8][CH:9]([O:12][CH3:13])[CH:10]=O.[CH2:14]([O:16][CH2:17][CH3:18])[CH3:15]. The catalyst is O1CCCC1.O. The product is [CH2:14]([O:16][C:17](=[O:2])[CH:18]=[CH:10][CH:9]([O:8][CH3:7])[O:12][CH3:13])[CH3:15]. The yield is 0.900. (6) The reactants are [CH3:1][O:2][CH2:3][CH2:4][NH2:5].[CH2:6]=[C:7]1[O:11][C:9](=[O:10])[CH2:8]1. The yield is 0.830. The catalyst is O1CCCC1. The product is [CH3:1][O:2][CH2:3][CH2:4][NH:5][C:9](=[O:10])[CH2:8][C:7](=[O:11])[CH3:6]. (7) The reactants are [CH:1]([N:4]([CH2:8][CH3:9])[CH:5](C)C)(C)C.Br[C:11]1[CH:16]=[N:15][C:14]([Br:17])=[CH:13][N:12]=1.C(N)C[CH2:20][NH2:21].C(O)CCC. The catalyst is C(OC(=O)C)C. The product is [Br:17][C:14]1[N:15]=[CH:16][C:11]([NH:21][CH2:20][CH2:9][CH2:8][N:4]([CH3:1])[CH3:5])=[N:12][CH:13]=1. The yield is 0.340.